This data is from Catalyst prediction with 721,799 reactions and 888 catalyst types from USPTO. The task is: Predict which catalyst facilitates the given reaction. (1) Reactant: Br[CH:2]([CH3:10])[C:3](=O)[C:4]([O:6][CH2:7][CH3:8])=[O:5].[NH2:11][C:12]1[CH:17]=[CH:16][CH:15]=[CH:14][N:13]=1. Product: [CH3:10][C:2]1[N:13]2[CH:14]=[CH:15][CH:16]=[CH:17][C:12]2=[N:11][C:3]=1[C:4]([O:6][CH2:7][CH3:8])=[O:5]. The catalyst class is: 57. (2) Reactant: [OH:1][C:2]1[CH:6]=[CH:5][N:4]([C:7](=[O:9])[CH3:8])[N:3]=1.C(=O)([O-])[O-].[K+].[K+].CN(C=O)C.Br[CH2:22][CH:23]([CH3:25])[CH3:24]. Product: [CH2:22]([O:1][C:2]1[CH:6]=[CH:5][N:4]([C:7](=[O:9])[CH3:8])[N:3]=1)[CH:23]([CH3:25])[CH3:24]. The catalyst class is: 161. (3) Reactant: [Cl:1][C:2]1[C:3]2[NH:11][C:10]([CH3:12])=[CH:9][C:4]=2[N:5]=[C:6]([CH3:8])[N:7]=1.[Br:13]Br. Product: [Br:13][C:9]1[C:4]2[N:5]=[C:6]([CH3:8])[N:7]=[C:2]([Cl:1])[C:3]=2[NH:11][C:10]=1[CH3:12]. The catalyst class is: 4. (4) Reactant: Cl.[NH:2]1[CH2:5][CH:4]([OH:6])[CH2:3]1.Cl[C:8]1[N:13]=[CH:12][N:11]=[C:10]([NH2:14])[CH:9]=1. Product: [NH2:14][C:10]1[N:11]=[CH:12][N:13]=[C:8]([N:2]2[CH2:5][CH:4]([OH:6])[CH2:3]2)[CH:9]=1. The catalyst class is: 24. (5) Reactant: Br[C:2]1[CH:7]=[CH:6][C:5]([CH2:8][C:9]([O:11][CH3:12])=[O:10])=[C:4]([CH3:13])[CH:3]=1.[CH3:14][C:15]1([CH3:31])[C:19]([CH3:21])([CH3:20])[O:18][B:17]([B:17]2[O:18][C:19]([CH3:21])([CH3:20])[C:15]([CH3:31])([CH3:14])[O:16]2)[O:16]1.CC([O-])=O.[K+]. Product: [CH3:13][C:4]1[CH:3]=[C:2]([B:17]2[O:18][C:19]([CH3:21])([CH3:20])[C:15]([CH3:31])([CH3:14])[O:16]2)[CH:7]=[CH:6][C:5]=1[CH2:8][C:9]([O:11][CH3:12])=[O:10]. The catalyst class is: 75. (6) Reactant: [Cl:1][C:2]1[N:7]=[C:6]([Cl:8])[C:5]([N+:9]([O-])=O)=[CH:4][N:3]=1. Product: [Cl:1][C:2]1[N:7]=[C:6]([Cl:8])[C:5]([NH2:9])=[CH:4][N:3]=1. The catalyst class is: 180. (7) Reactant: Br[C:2]1[CH:3]=[C:4]([CH3:9])[C:5]([Cl:8])=[N:6][CH:7]=1.C([O-])([O-])=O.[Cs+].[Cs+].N1C=CC=CC=1C(O)=O.[C:25]([O:33][CH2:34][CH3:35])(=[O:32])[CH2:26][C:27]([O:29][CH2:30][CH3:31])=[O:28]. Product: [Cl:8][C:5]1[N:6]=[CH:7][C:2]([CH:26]([C:27]([O:29][CH2:30][CH3:31])=[O:28])[C:25]([O:33][CH2:34][CH3:35])=[O:32])=[CH:3][C:4]=1[CH3:9]. The catalyst class is: 205. (8) Reactant: [Br:1][C:2]1[CH:7]=[CH:6][C:5]([OH:8])=[C:4]([F:9])[CH:3]=1.Cl[C:11]([F:16])([F:15])C([O-])=O.[Na+].C(=O)([O-])[O-].[Na+].[Na+]. Product: [Br:1][C:2]1[CH:7]=[CH:6][C:5]([O:8][CH:11]([F:16])[F:15])=[C:4]([F:9])[CH:3]=1. The catalyst class is: 3.